From a dataset of Forward reaction prediction with 1.9M reactions from USPTO patents (1976-2016). Predict the product of the given reaction. Given the reactants [OH:1][C:2]1[CH:3]=[C:4]([CH2:8][NH:9][C:10](=[O:18])[C:11]2[CH:16]=[CH:15][CH:14]=[N:13][C:12]=2[NH2:17])[CH:5]=[CH:6][CH:7]=1.[CH3:19][O:20][C:21]1[CH:28]=[CH:27][C:24]([CH2:25]Cl)=[CH:23][CH:22]=1.C(=O)([O-])[O-].[Cs+].[Cs+].CN(C=O)C, predict the reaction product. The product is: [CH3:19][O:20][C:21]1[CH:28]=[CH:27][C:24]([CH2:25][O:1][C:2]2[CH:3]=[C:4]([CH2:8][NH:9][C:10](=[O:18])[C:11]3[CH:16]=[CH:15][CH:14]=[N:13][C:12]=3[NH2:17])[CH:5]=[CH:6][CH:7]=2)=[CH:23][CH:22]=1.